Regression. Given two drug SMILES strings and cell line genomic features, predict the synergy score measuring deviation from expected non-interaction effect. From a dataset of NCI-60 drug combinations with 297,098 pairs across 59 cell lines. (1) Drug 1: C1CNP(=O)(OC1)N(CCCl)CCCl. Drug 2: CC1C(C(CC(O1)OC2CC(CC3=C2C(=C4C(=C3O)C(=O)C5=C(C4=O)C(=CC=C5)OC)O)(C(=O)CO)O)N)O.Cl. Cell line: SK-OV-3. Synergy scores: CSS=22.0, Synergy_ZIP=1.61, Synergy_Bliss=0.577, Synergy_Loewe=-36.5, Synergy_HSA=-1.91. (2) Drug 1: C1CN1P(=S)(N2CC2)N3CC3. Drug 2: CC12CCC3C(C1CCC2OP(=O)(O)O)CCC4=C3C=CC(=C4)OC(=O)N(CCCl)CCCl.[Na+]. Cell line: OVCAR-4. Synergy scores: CSS=0.0335, Synergy_ZIP=0.407, Synergy_Bliss=-0.959, Synergy_Loewe=-3.94, Synergy_HSA=-4.74. (3) Drug 1: C1CN(CCN1C(=O)CCBr)C(=O)CCBr. Drug 2: C(CN)CNCCSP(=O)(O)O. Cell line: MOLT-4. Synergy scores: CSS=73.0, Synergy_ZIP=-0.705, Synergy_Bliss=-0.719, Synergy_Loewe=-27.6, Synergy_HSA=0.0476. (4) Drug 1: CCC(=C(C1=CC=CC=C1)C2=CC=C(C=C2)OCCN(C)C)C3=CC=CC=C3.C(C(=O)O)C(CC(=O)O)(C(=O)O)O. Drug 2: C1=CN(C=N1)CC(O)(P(=O)(O)O)P(=O)(O)O. Cell line: SF-295. Synergy scores: CSS=-0.882, Synergy_ZIP=1.38, Synergy_Bliss=2.11, Synergy_Loewe=-2.22, Synergy_HSA=-1.64. (5) Drug 1: CC1C(C(CC(O1)OC2CC(CC3=C2C(=C4C(=C3O)C(=O)C5=C(C4=O)C(=CC=C5)OC)O)(C(=O)C)O)N)O.Cl. Drug 2: C1=CC=C(C=C1)NC(=O)CCCCCCC(=O)NO. Cell line: NCI-H322M. Synergy scores: CSS=6.65, Synergy_ZIP=-0.457, Synergy_Bliss=-3.56, Synergy_Loewe=-3.95, Synergy_HSA=-3.53. (6) Drug 1: CC1OCC2C(O1)C(C(C(O2)OC3C4COC(=O)C4C(C5=CC6=C(C=C35)OCO6)C7=CC(=C(C(=C7)OC)O)OC)O)O. Drug 2: C1C(C(OC1N2C=NC3=C(N=C(N=C32)Cl)N)CO)O. Cell line: PC-3. Synergy scores: CSS=11.4, Synergy_ZIP=-6.88, Synergy_Bliss=-4.60, Synergy_Loewe=-3.81, Synergy_HSA=-3.63. (7) Cell line: SK-MEL-28. Synergy scores: CSS=51.0, Synergy_ZIP=14.0, Synergy_Bliss=12.2, Synergy_Loewe=-13.7, Synergy_HSA=9.95. Drug 1: CN1CCC(CC1)COC2=C(C=C3C(=C2)N=CN=C3NC4=C(C=C(C=C4)Br)F)OC. Drug 2: C1=CC(=C2C(=C1NCCNCCO)C(=O)C3=C(C=CC(=C3C2=O)O)O)NCCNCCO.